From a dataset of Full USPTO retrosynthesis dataset with 1.9M reactions from patents (1976-2016). Predict the reactants needed to synthesize the given product. (1) Given the product [C:4]([O:3][C:1](=[O:2])[NH:8][CH2:9][CH2:10][C:11](=[O:13])[NH:32][CH2:27][O:45][CH3:44])([CH3:5])([CH3:6])[CH3:7], predict the reactants needed to synthesize it. The reactants are: [C:1]([NH:8][CH2:9][CH2:10][C:11]([OH:13])=O)([O:3][C:4]([CH3:7])([CH3:6])[CH3:5])=[O:2].CN([P+](ON1N=[N:32][C:27]2C=CC=CC1=2)(N(C)C)N(C)C)C.F[P-](F)(F)(F)(F)F.CN1CC[O:45][CH2:44]C1. (2) Given the product [N:1]1[CH:6]=[CH:5][N:4]=[CH:3][C:2]=1[NH:7][C:8]([NH2:10])=[S:9], predict the reactants needed to synthesize it. The reactants are: [N:1]1[CH:6]=[CH:5][N:4]=[CH:3][C:2]=1[NH:7][C:8]([NH:10]C(=O)C1C=CC=CC=1)=[S:9].